From a dataset of Reaction yield outcomes from USPTO patents with 853,638 reactions. Predict the reaction yield, written as a fraction of the theoretical maximum amount of product (1.0 means a 100% yield; for example, 0.34 means a 34% yield). (1) The reactants are [Cl:1][C:2]1[CH:7]=[C:6]([Cl:8])[CH:5]=[CH:4][C:3]=1[C:9]1[N:10]=[C:11](/[CH:14]=[CH:15]/[C:16]2[CH:21]=[CH:20][C:19]([C:22]3[CH:27]=[CH:26][C:25]([O:28][CH3:29])=[CH:24][CH:23]=3)=[CH:18][CH:17]=2)[NH:12][CH:13]=1.[CH2:30](Br)[C:31]1[CH:36]=[CH:35][CH:34]=[CH:33][CH:32]=1. No catalyst specified. The product is [CH2:30]([N:12]1[CH:13]=[C:9]([C:3]2[CH:4]=[CH:5][C:6]([Cl:8])=[CH:7][C:2]=2[Cl:1])[N:10]=[C:11]1/[CH:14]=[CH:15]/[C:16]1[CH:21]=[CH:20][C:19]([C:22]2[CH:23]=[CH:24][C:25]([O:28][CH3:29])=[CH:26][CH:27]=2)=[CH:18][CH:17]=1)[C:31]1[CH:36]=[CH:35][CH:34]=[CH:33][CH:32]=1. The yield is 0.630. (2) The reactants are [Si]([O:8][C:9]1[CH:14]=[C:13]([CH3:15])[C:12]([C:16]2[CH:21]=[CH:20][CH:19]=[C:18]([CH2:22][N:23]([S:38]([C:41]3[CH:46]=[CH:45][CH:44]=[CH:43][C:42]=3[N+:47]([O-:49])=[O:48])(=[O:40])=[O:39])[C:24]3[CH:29]=[CH:28][C:27]([CH2:30][CH2:31][C:32]([O:34][CH2:35][CH3:36])=[O:33])=[C:26]([F:37])[CH:25]=3)[CH:17]=2)=[C:11]([CH3:50])[CH:10]=1)(C(C)(C)C)(C)C.[F-].C([N+](CCCC)(CCCC)CCCC)CCC. The product is [F:37][C:26]1[CH:25]=[C:24]([N:23]([CH2:22][C:18]2[CH:17]=[C:16]([C:12]3[C:13]([CH3:15])=[CH:14][C:9]([OH:8])=[CH:10][C:11]=3[CH3:50])[CH:21]=[CH:20][CH:19]=2)[S:38]([C:41]2[CH:46]=[CH:45][CH:44]=[CH:43][C:42]=2[N+:47]([O-:49])=[O:48])(=[O:39])=[O:40])[CH:29]=[CH:28][C:27]=1[CH2:30][CH2:31][C:32]([O:34][CH2:35][CH3:36])=[O:33]. The yield is 0.750. The catalyst is O1CCCC1.